This data is from M1 muscarinic receptor agonist screen with 61,833 compounds. The task is: Binary Classification. Given a drug SMILES string, predict its activity (active/inactive) in a high-throughput screening assay against a specified biological target. The molecule is O=C(Nc1c(n(n(c1=O)c1ccccc1)C)C)C12CC3(CC(C2)CC(C3)C1)C. The result is 0 (inactive).